This data is from Full USPTO retrosynthesis dataset with 1.9M reactions from patents (1976-2016). The task is: Predict the reactants needed to synthesize the given product. Given the product [CH3:1][C:2]1[N:7]=[C:6]([C:8]2[CH:13]=[CH:12][CH:11]=[C:10]([C:14]3[CH:15]=[C:16]([S:20]([NH:34][CH:35]4[CH2:40][CH2:39][O:38][CH2:37][CH2:36]4)(=[O:22])=[O:21])[CH:17]=[CH:18][CH:19]=3)[N:9]=2)[CH:5]=[C:4]([C:24]2[CH:29]=[CH:28][C:27]([C:30]([F:33])([F:32])[F:31])=[CH:26][CH:25]=2)[CH:3]=1, predict the reactants needed to synthesize it. The reactants are: [CH3:1][C:2]1[N:7]=[C:6]([C:8]2[CH:13]=[CH:12][CH:11]=[C:10]([C:14]3[CH:15]=[C:16]([S:20](Cl)(=[O:22])=[O:21])[CH:17]=[CH:18][CH:19]=3)[N:9]=2)[CH:5]=[C:4]([C:24]2[CH:29]=[CH:28][C:27]([C:30]([F:33])([F:32])[F:31])=[CH:26][CH:25]=2)[CH:3]=1.[NH2:34][CH:35]1[CH2:40][CH2:39][O:38][CH2:37][CH2:36]1.